Dataset: NCI-60 drug combinations with 297,098 pairs across 59 cell lines. Task: Regression. Given two drug SMILES strings and cell line genomic features, predict the synergy score measuring deviation from expected non-interaction effect. (1) Synergy scores: CSS=41.4, Synergy_ZIP=-3.66, Synergy_Bliss=1.58, Synergy_Loewe=-4.61, Synergy_HSA=2.84. Drug 1: C1=CC(=C2C(=C1NCCNCCO)C(=O)C3=C(C=CC(=C3C2=O)O)O)NCCNCCO. Cell line: NCIH23. Drug 2: CC1C(C(CC(O1)OC2CC(CC3=C2C(=C4C(=C3O)C(=O)C5=CC=CC=C5C4=O)O)(C(=O)C)O)N)O. (2) Drug 1: CN(C)N=NC1=C(NC=N1)C(=O)N. Drug 2: CC(C)NC(=O)C1=CC=C(C=C1)CNNC.Cl. Cell line: EKVX. Synergy scores: CSS=0.792, Synergy_ZIP=1.03, Synergy_Bliss=0.788, Synergy_Loewe=-0.0188, Synergy_HSA=-1.24. (3) Drug 1: COC1=CC(=CC(=C1O)OC)C2C3C(COC3=O)C(C4=CC5=C(C=C24)OCO5)OC6C(C(C7C(O6)COC(O7)C8=CC=CS8)O)O. Drug 2: CCN(CC)CCCC(C)NC1=C2C=C(C=CC2=NC3=C1C=CC(=C3)Cl)OC. Cell line: RPMI-8226. Synergy scores: CSS=80.0, Synergy_ZIP=6.28, Synergy_Bliss=6.60, Synergy_Loewe=9.27, Synergy_HSA=13.7. (4) Drug 1: C1CCN(CC1)CCOC2=CC=C(C=C2)C(=O)C3=C(SC4=C3C=CC(=C4)O)C5=CC=C(C=C5)O. Drug 2: C1=CN(C(=O)N=C1N)C2C(C(C(O2)CO)O)O.Cl. Cell line: U251. Synergy scores: CSS=12.7, Synergy_ZIP=-6.70, Synergy_Bliss=-2.36, Synergy_Loewe=-2.03, Synergy_HSA=-2.24.